From a dataset of NCI-60 drug combinations with 297,098 pairs across 59 cell lines. Regression. Given two drug SMILES strings and cell line genomic features, predict the synergy score measuring deviation from expected non-interaction effect. (1) Drug 1: C1=CC(=CC=C1CCC2=CNC3=C2C(=O)NC(=N3)N)C(=O)NC(CCC(=O)O)C(=O)O. Drug 2: C1=C(C(=O)NC(=O)N1)F. Cell line: SW-620. Synergy scores: CSS=40.0, Synergy_ZIP=-7.40, Synergy_Bliss=-8.86, Synergy_Loewe=-2.34, Synergy_HSA=-1.38. (2) Drug 1: CC1(CCCN1)C2=NC3=C(C=CC=C3N2)C(=O)N. Drug 2: CCC1=C2CN3C(=CC4=C(C3=O)COC(=O)C4(CC)O)C2=NC5=C1C=C(C=C5)O. Cell line: HT29. Synergy scores: CSS=41.9, Synergy_ZIP=9.97, Synergy_Bliss=12.1, Synergy_Loewe=-76.7, Synergy_HSA=8.58. (3) Drug 1: C1CCN(CC1)CCOC2=CC=C(C=C2)C(=O)C3=C(SC4=C3C=CC(=C4)O)C5=CC=C(C=C5)O. Drug 2: CC1C(C(CC(O1)OC2CC(CC3=C2C(=C4C(=C3O)C(=O)C5=C(C4=O)C(=CC=C5)OC)O)(C(=O)C)O)N)O.Cl. Cell line: HCC-2998. Synergy scores: CSS=67.6, Synergy_ZIP=5.83, Synergy_Bliss=5.31, Synergy_Loewe=-2.57, Synergy_HSA=5.66. (4) Drug 1: C1=CC(=CC=C1CC(C(=O)O)N)N(CCCl)CCCl.Cl. Drug 2: C1=CC=C(C=C1)NC(=O)CCCCCCC(=O)NO. Cell line: A498. Synergy scores: CSS=8.16, Synergy_ZIP=-1.51, Synergy_Bliss=1.94, Synergy_Loewe=-2.85, Synergy_HSA=-0.968. (5) Drug 1: CS(=O)(=O)CCNCC1=CC=C(O1)C2=CC3=C(C=C2)N=CN=C3NC4=CC(=C(C=C4)OCC5=CC(=CC=C5)F)Cl. Drug 2: CN(CCCl)CCCl.Cl. Cell line: HCC-2998. Synergy scores: CSS=13.4, Synergy_ZIP=-9.52, Synergy_Bliss=-2.59, Synergy_Loewe=-5.08, Synergy_HSA=-0.399. (6) Drug 1: CC1=C(C=C(C=C1)C(=O)NC2=CC(=CC(=C2)C(F)(F)F)N3C=C(N=C3)C)NC4=NC=CC(=N4)C5=CN=CC=C5. Drug 2: CN(CCCl)CCCl.Cl. Cell line: NCI-H226. Synergy scores: CSS=6.40, Synergy_ZIP=-1.56, Synergy_Bliss=2.14, Synergy_Loewe=0.867, Synergy_HSA=1.75. (7) Drug 1: CC1CCC2CC(C(=CC=CC=CC(CC(C(=O)C(C(C(=CC(C(=O)CC(OC(=O)C3CCCCN3C(=O)C(=O)C1(O2)O)C(C)CC4CCC(C(C4)OC)O)C)C)O)OC)C)C)C)OC. Drug 2: CCN(CC)CCCC(C)NC1=C2C=C(C=CC2=NC3=C1C=CC(=C3)Cl)OC. Cell line: SF-268. Synergy scores: CSS=8.09, Synergy_ZIP=-5.44, Synergy_Bliss=-2.56, Synergy_Loewe=-4.05, Synergy_HSA=-0.990. (8) Drug 1: CC12CCC(CC1=CCC3C2CCC4(C3CC=C4C5=CN=CC=C5)C)O. Drug 2: CC1=C(C(=O)C2=C(C1=O)N3CC4C(C3(C2COC(=O)N)OC)N4)N. Cell line: T-47D. Synergy scores: CSS=22.3, Synergy_ZIP=-6.52, Synergy_Bliss=-2.99, Synergy_Loewe=-32.3, Synergy_HSA=-1.75.